Task: Predict the product of the given reaction.. Dataset: Forward reaction prediction with 1.9M reactions from USPTO patents (1976-2016) (1) Given the reactants [NH:1]1[C:9]2[C:4](=[CH:5][CH:6]=[C:7]([CH:10]=[O:11])[CH:8]=2)[CH:3]=[CH:2]1.[CH:12](I)([CH3:14])[CH3:13].[H-].[Na+].Cl, predict the reaction product. The product is: [CH:12]([N:1]1[C:9]2[C:4](=[CH:5][CH:6]=[C:7]([CH:10]=[O:11])[CH:8]=2)[CH:3]=[CH:2]1)([CH3:14])[CH3:13]. (2) Given the reactants C[O-].[Na+].[H-].[Al+3].[Li+].[H-].[H-].[H-].[F:10][C:11]([F:23])([F:22])[C:12]1[CH:17]=[CH:16][C:15]([C:18]#[C:19][CH2:20][OH:21])=[CH:14][CH:13]=1.[I:24][C:25]1[CH:30]=[CH:29][C:28](I)=[CH:27][CH:26]=1.O1C=CC=C1P(C1OC=CC=1)C1OC=CC=1, predict the reaction product. The product is: [I:24][C:25]1[CH:30]=[CH:29][C:28](/[C:18](/[C:15]2[CH:14]=[CH:13][C:12]([C:11]([F:22])([F:23])[F:10])=[CH:17][CH:16]=2)=[CH:19]\[CH2:20][OH:21])=[CH:27][CH:26]=1.